From a dataset of Reaction yield outcomes from USPTO patents with 853,638 reactions. Predict the reaction yield, written as a fraction of the theoretical maximum amount of product (1.0 means a 100% yield; for example, 0.34 means a 34% yield). (1) The product is [NH2:30][C:26]1[CH:25]=[C:24]([CH:29]=[CH:28][CH:27]=1)[O:23][C:16]1[C:17]2[CH:22]=[CH:21][NH:20][C:18]=2[N:19]=[C:14]([NH:13][C:4]2[CH:5]=[CH:6][C:7]([O:8][CH2:9][CH2:10][O:11][CH3:12])=[C:2]([F:1])[CH:3]=2)[N:15]=1. The reactants are [F:1][C:2]1[CH:3]=[C:4]([NH:13][C:14]2[N:15]=[C:16]([O:23][C:24]3[CH:29]=[CH:28][CH:27]=[C:26]([N+:30]([O-])=O)[CH:25]=3)[C:17]3[CH:22]=[CH:21][NH:20][C:18]=3[N:19]=2)[CH:5]=[CH:6][C:7]=1[O:8][CH2:9][CH2:10][O:11][CH3:12].[H][H]. The yield is 0.850. The catalyst is C1COCC1.O=[Pt]=O. (2) The yield is 0.750. The reactants are [C:1]([C:5]1[CH:31]=[C:8]2[N:9]=[C:10]([CH3:30])[C:11]([CH:22]([CH2:27][CH2:28][CH3:29])[C:23]([O:25]C)=[O:24])=[C:12]([C:13]3[CH:14]=[C:15]4[C:19](=[CH:20][CH:21]=3)[NH:18][CH:17]=[CH:16]4)[N:7]2[N:6]=1)([CH3:4])([CH3:3])[CH3:2].[OH-].[Na+]. The catalyst is CO. The product is [C:1]([C:5]1[CH:31]=[C:8]2[N:9]=[C:10]([CH3:30])[C:11]([CH:22]([CH2:27][CH2:28][CH3:29])[C:23]([OH:25])=[O:24])=[C:12]([C:13]3[CH:14]=[C:15]4[C:19](=[CH:20][CH:21]=3)[NH:18][CH:17]=[CH:16]4)[N:7]2[N:6]=1)([CH3:3])([CH3:4])[CH3:2]. (3) The reactants are [F:1][C:2]1[CH:7]=[CH:6][C:5]([C:8]2[C:12]([CH2:13][NH:14][C:15]3[CH:16]=[C:17]([C:21](O)=[O:22])[N:18]([CH3:20])[N:19]=3)=[C:11]([CH3:24])[O:10][N:9]=2)=[CH:4][CH:3]=1.[F:25][C:26]([F:30])([F:29])[CH2:27][NH2:28]. No catalyst specified. The product is [F:25][C:26]([F:30])([F:29])[CH2:27][NH:28][C:21]([C:17]1[N:18]([CH3:20])[N:19]=[C:15]([NH:14][CH2:13][C:12]2[C:8]([C:5]3[CH:6]=[CH:7][C:2]([F:1])=[CH:3][CH:4]=3)=[N:9][O:10][C:11]=2[CH3:24])[CH:16]=1)=[O:22]. The yield is 0.200. (4) The catalyst is C(Cl)(Cl)Cl. The yield is 0.290. The product is [Cl:63][C:61]1[CH:62]=[C:57]([S:54]([N:50]2[CH2:51][CH2:52][CH2:53][C@H:49]2[C:48]([NH:47][C@@H:42]([CH2:41][NH:40][C:28]([N:15]2[CH2:16][CH2:17][CH:12]([CH2:11][N:3]3[C:4]4[CH:9]=[CH:8][N:7]=[CH:6][C:5]=4[N:10]=[C:2]3[CH3:1])[CH2:13][CH2:14]2)=[O:30])[C:43]([O:45][CH3:46])=[O:44])=[O:65])(=[O:55])=[O:56])[CH:58]=[C:59]([Cl:64])[CH:60]=1. The reactants are [CH3:1][C:2]1[N:3]([CH2:11][CH:12]2[CH2:17][CH2:16][NH:15][CH2:14][CH2:13]2)[C:4]2[CH:9]=[CH:8][N:7]=[CH:6][C:5]=2[N:10]=1.CCN(C(C)C)C(C)C.Cl[C:28](Cl)([O:30]C(=O)OC(Cl)(Cl)Cl)Cl.Cl.[NH2:40][CH2:41][C@H:42]([NH:47][C:48](=[O:65])[C@@H:49]1[CH2:53][CH2:52][CH2:51][N:50]1[S:54]([C:57]1[CH:62]=[C:61]([Cl:63])[CH:60]=[C:59]([Cl:64])[CH:58]=1)(=[O:56])=[O:55])[C:43]([O:45][CH3:46])=[O:44].C([O-])(O)=O.[Na+].